This data is from Full USPTO retrosynthesis dataset with 1.9M reactions from patents (1976-2016). The task is: Predict the reactants needed to synthesize the given product. (1) Given the product [NH2:5][C:6]1[C:7]([C:23]([Cl:3])=[O:25])=[N:8][C:9]([N:12]2[CH2:17][CH2:16][N:15]([S:18]([CH2:21][CH3:22])(=[O:20])=[O:19])[CH2:14][CH2:13]2)=[CH:10][N:11]=1, predict the reactants needed to synthesize it. The reactants are: S(Cl)([Cl:3])=O.[NH2:5][C:6]1[C:7]([C:23]([OH:25])=O)=[N:8][C:9]([N:12]2[CH2:17][CH2:16][N:15]([S:18]([CH2:21][CH3:22])(=[O:20])=[O:19])[CH2:14][CH2:13]2)=[CH:10][N:11]=1. (2) Given the product [CH2:1]([NH:3][C:4]1[C:5]([NH2:13])=[CH:6][C:7]([N+:10]([O-:12])=[O:11])=[CH:8][CH:9]=1)[CH3:2], predict the reactants needed to synthesize it. The reactants are: [CH2:1]([NH:3][C:4]1[CH:9]=[CH:8][C:7]([N+:10]([O-:12])=[O:11])=[CH:6][C:5]=1[N+:13]([O-])=O)[CH3:2].C(N(CC)CC)C.C(O)=O. (3) The reactants are: [ClH:1].[N+:2]([C:5]1[CH:10]=[CH:9][C:8]([CH2:11][CH2:12][NH:13][CH2:14][C@@H:15]([C:17]2[CH:22]=[CH:21][CH:20]=[CH:19][CH:18]=2)[OH:16])=[CH:7][CH:6]=1)([O-])=O.[H][H]. Given the product [ClH:1].[NH2:2][C:5]1[CH:6]=[CH:7][C:8]([CH2:11][CH2:12][NH:13][CH2:14][C@@H:15]([C:17]2[CH:18]=[CH:19][CH:20]=[CH:21][CH:22]=2)[OH:16])=[CH:9][CH:10]=1, predict the reactants needed to synthesize it. (4) Given the product [C:13]12([CH2:23][C:24]([NH:12][C:3]3[C:2]([CH3:1])=[CH:11][CH:10]=[C:9]4[C:4]=3[CH:5]=[CH:6][CH:7]=[N:8]4)=[O:25])[CH2:20][CH:19]3[CH2:18][CH:17]([CH2:16][CH:15]([CH2:21]3)[CH2:14]1)[CH2:22]2, predict the reactants needed to synthesize it. The reactants are: [CH3:1][C:2]1[CH:11]=[CH:10][C:9]2[N:8]=[CH:7][CH:6]=[CH:5][C:4]=2[C:3]=1[NH2:12].[C:13]12([CH2:23][C:24](Cl)=[O:25])[CH2:22][CH:17]3[CH2:18][CH:19]([CH2:21][CH:15]([CH2:16]3)[CH2:14]1)[CH2:20]2.C(N(CC)CC)C. (5) The reactants are: [CH:1]1[C:10]2[C:5](=[CH:6][C:7]([NH:11][C:12](=[O:41])[CH:13]([C:23]3[CH:28]=[CH:27][C:26]([CH2:29][O:30][Si](C(C)C)(C(C)C)C(C)C)=[CH:25][CH:24]=3)[CH2:14][NH:15][C:16](=[O:22])[O:17][C:18]([CH3:21])([CH3:20])[CH3:19])=[CH:8][CH:9]=2)[CH:4]=[CH:3][N:2]=1.CCCC[N+](CCCC)(CCCC)CCCC.[F-].CCOC(C)=O. Given the product [OH:30][CH2:29][C:26]1[CH:25]=[CH:24][C:23]([CH:13]([C:12]([NH:11][C:7]2[CH:6]=[C:5]3[C:10](=[CH:9][CH:8]=2)[CH:1]=[N:2][CH:3]=[CH:4]3)=[O:41])[CH2:14][NH:15][C:16](=[O:22])[O:17][C:18]([CH3:20])([CH3:21])[CH3:19])=[CH:28][CH:27]=1, predict the reactants needed to synthesize it. (6) Given the product [N:8]1([C:6]2[N:7]=[C:2]([C:31]3[CH:32]=[CH:33][C:34]([NH:37][S:38]([CH3:41])(=[O:39])=[O:40])=[CH:35][CH:36]=3)[C:3]3[CH2:16][CH2:15][N:14]([C:17]4[CH:22]=[CH:21][N:20]=[CH:19][CH:18]=4)[C:4]=3[N:5]=2)[CH2:13][CH2:12][O:11][CH2:10][CH2:9]1, predict the reactants needed to synthesize it. The reactants are: Cl[C:2]1[C:3]2[CH2:16][CH2:15][N:14]([C:17]3[CH:22]=[CH:21][N:20]=[CH:19][CH:18]=3)[C:4]=2[N:5]=[C:6]([N:8]2[CH2:13][CH2:12][O:11][CH2:10][CH2:9]2)[N:7]=1.CC1(C)C(C)(C)OB([C:31]2[CH:36]=[CH:35][C:34]([NH:37][S:38]([CH3:41])(=[O:40])=[O:39])=[CH:33][CH:32]=2)O1.B(O)O.